Dataset: Catalyst prediction with 721,799 reactions and 888 catalyst types from USPTO. Task: Predict which catalyst facilitates the given reaction. (1) Reactant: Br[C:2]1[CH:3]=[C:4]2[C:8](=[CH:9][CH:10]=1)[N:7]([CH3:11])[CH:6]=[CH:5]2.[Li]CCCC.CON(C)[C:20](=[O:24])[CH2:21][CH2:22][CH3:23]. Product: [CH3:11][N:7]1[C:8]2[C:4](=[CH:3][C:2]([C:20](=[O:24])[CH2:21][CH2:22][CH3:23])=[CH:10][CH:9]=2)[CH:5]=[CH:6]1. The catalyst class is: 1. (2) Reactant: CC(C)([O-])C.[K+].[Br:7][C:8]1[N:13]=[C:12]([CH:14]=O)[CH:11]=[CH:10][CH:9]=1.[C:16]([CH2:18][C:19]([NH:21][CH:22]([C:25]1[CH:30]=[CH:29][C:28]([O:31][CH2:32][CH2:33][O:34][CH3:35])=[CH:27][CH:26]=1)[CH2:23][CH3:24])=[O:20])#[N:17].O. Product: [Br:7][C:8]1[N:13]=[C:12](/[CH:14]=[C:18](\[C:16]#[N:17])/[C:19]([NH:21][CH:22]([C:25]2[CH:26]=[CH:27][C:28]([O:31][CH2:32][CH2:33][O:34][CH3:35])=[CH:29][CH:30]=2)[CH2:23][CH3:24])=[O:20])[CH:11]=[CH:10][CH:9]=1. The catalyst class is: 16. (3) Reactant: [NH2:1][C:2]1[CH:3]=[CH:4][C:5]([CH3:26])=[C:6]([C:8]([C:10]2[CH:15]=[CH:14][C:13]([NH:16][C:17]3[CH:22]=[CH:21][C:20]([F:23])=[CH:19][C:18]=3[F:24])=[CH:12][C:11]=2[Cl:25])=[O:9])[CH:7]=1.C([O-])([O-])=O.[K+].[K+].Cl[C:34]([O:36][CH2:37][CH:38]=[CH2:39])=[O:35]. Product: [CH2:37]([O:36][C:34](=[O:35])[NH:1][C:2]1[CH:3]=[CH:4][C:5]([CH3:26])=[C:6]([C:8](=[O:9])[C:10]2[CH:15]=[CH:14][C:13]([NH:16][C:17]3[CH:22]=[CH:21][C:20]([F:23])=[CH:19][C:18]=3[F:24])=[CH:12][C:11]=2[Cl:25])[CH:7]=1)[CH:38]=[CH2:39]. The catalyst class is: 2. (4) Reactant: CC1(C)C(C)(C)OB([C:9]2[CH:10]=[N:11][N:12]3[CH:17]=[CH:16][CH:15]=[N:14][C:13]=23)O1.[Cl:19][C:20]1[CH:25]=[C:24](Cl)[N:23]=[CH:22][N:21]=1.[O-]P([O-])([O-])=O.[K+].[K+].[K+].C1(P(C2CCCCC2)C2CCCCC2)CCCCC1. Product: [Cl:19][C:20]1[N:21]=[CH:22][N:23]=[C:24]([C:9]2[CH:10]=[N:11][N:12]3[CH:17]=[CH:16][CH:15]=[N:14][C:13]=23)[CH:25]=1. The catalyst class is: 533. (5) Reactant: Cl[CH2:2][CH2:3][CH2:4][N:5]1[CH:9]=[N:8][N:7]=[N:6]1.C(=O)([O-])[O-].[Cs+].[Cs+].[F:16][C:17]1[CH:23]=[C:22]([N+:24]([O-:26])=[O:25])[CH:21]=[CH:20][C:18]=1[NH2:19]. Product: [N:5]1([CH2:4][CH2:3][CH2:2][NH:19][C:18]2[CH:20]=[CH:21][C:22]([N+:24]([O-:26])=[O:25])=[CH:23][C:17]=2[F:16])[CH:9]=[N:8][N:7]=[N:6]1. The catalyst class is: 3.